This data is from Full USPTO retrosynthesis dataset with 1.9M reactions from patents (1976-2016). The task is: Predict the reactants needed to synthesize the given product. (1) Given the product [F:16][C:17]1[CH:22]=[CH:21][C:20]([N:23]2[C:8]3[C:5](=[C:4]([N+:1]([O-:3])=[O:2])[CH:11]=[CH:10][CH:9]=3)[CH:6]=[N:24]2)=[CH:19][CH:18]=1, predict the reactants needed to synthesize it. The reactants are: [N+:1]([C:4]1[CH:11]=[CH:10][CH:9]=[C:8]([N+]([O-])=O)[C:5]=1[CH:6]=O)([O-:3])=[O:2].Cl.[F:16][C:17]1[CH:22]=[CH:21][C:20]([NH:23][NH2:24])=[CH:19][CH:18]=1.C(=O)([O-])[O-].[Cs+].[Cs+].O. (2) The reactants are: [Cl:1][C:2]1[CH:7]=[C:6]([Cl:8])[CH:5]=[CH:4][C:3]=1[C:9](N1CCOCC1)=[CH2:10].CCN(CC)CC.[Cl:24][C:25]1[CH:26]=[CH:27][C:28]([N+:35]([O-:37])=[O:36])=[C:29]([CH:34]=1)[C:30](Cl)=[N:31][OH:32]. Given the product [Cl:24][C:25]1[CH:26]=[CH:27][C:28]([N+:35]([O-:37])=[O:36])=[C:29]([C:30]2[CH:10]=[C:9]([C:3]3[CH:4]=[CH:5][C:6]([Cl:8])=[CH:7][C:2]=3[Cl:1])[O:32][N:31]=2)[CH:34]=1, predict the reactants needed to synthesize it.